From a dataset of Forward reaction prediction with 1.9M reactions from USPTO patents (1976-2016). Predict the product of the given reaction. Given the reactants C(C1[S:7][C:6]([N:8]2[C@H:14]([CH3:15])[CH2:13][C:12]3[CH:16]=[C:17]4[O:22][CH2:21][O:20][C:18]4=[CH:19][C:11]=3[C:10]([C:23]3[CH:28]=[CH:27][C:26]([N+:29]([O-:31])=[O:30])=[C:25]([CH3:32])[CH:24]=3)=[N:9]2)=[N:5][N:4]=1)C.CC1CC2C=C3OCOC3=CC=2C(C2C=CC([N+]([O-])=O)=CC=2)=NN1C(=S)NN, predict the reaction product. The product is: [CH3:15][C@@H:14]1[CH2:13][C:12]2[CH:16]=[C:17]3[O:22][CH2:21][O:20][C:18]3=[CH:19][C:11]=2[C:10]([C:23]2[CH:28]=[CH:27][C:26]([N+:29]([O-:31])=[O:30])=[C:25]([CH3:32])[CH:24]=2)=[N:9][N:8]1[C:6](=[S:7])[NH:5][NH2:4].